This data is from Reaction yield outcomes from USPTO patents with 853,638 reactions. The task is: Predict the reaction yield, written as a fraction of the theoretical maximum amount of product (1.0 means a 100% yield; for example, 0.34 means a 34% yield). (1) The reactants are [CH2:1]([O:3][P:4]([CH2:9][CH2:10][NH:11][CH2:12][C:13]([CH3:36])=[CH:14][CH2:15][C:16]1[C:17]([O:29][CH2:30][CH2:31][Si:32]([CH3:35])([CH3:34])[CH3:33])=[C:18]2[C:22](=[C:23]([CH3:27])[C:24]=1[O:25][CH3:26])[CH2:21][O:20][C:19]2=[O:28])(=[O:8])[O:5][CH2:6][CH3:7])[CH3:2].[CH3:37][S:38](Cl)(=[O:40])=[O:39].N1C=CC=CC=1. The catalyst is C(Cl)Cl. The product is [CH2:1]([O:3][P:4]([CH2:9][CH2:10][N:11]([S:38]([CH3:37])(=[O:40])=[O:39])[CH2:12][C:13]([CH3:36])=[CH:14][CH2:15][C:16]1[C:17]([O:29][CH2:30][CH2:31][Si:32]([CH3:33])([CH3:34])[CH3:35])=[C:18]2[C:22](=[C:23]([CH3:27])[C:24]=1[O:25][CH3:26])[CH2:21][O:20][C:19]2=[O:28])(=[O:8])[O:5][CH2:6][CH3:7])[CH3:2]. The yield is 0.630. (2) The reactants are [O:1]1[CH2:6][CH2:5][N:4]([C:7]2[N:12]=[C:11]([N:13]3[CH2:18][CH2:17][O:16][CH2:15][CH2:14]3)[N:10]=[C:9]([C:19]3[CH:24]=[CH:23][C:22]([NH:25][C:26](=[O:37])[NH:27][C:28]4[CH:36]=[CH:35][C:31]([C:32]([OH:34])=O)=[CH:30][CH:29]=4)=[CH:21][CH:20]=3)[N:8]=2)[CH2:3][CH2:2]1.C[CH2:39][N:40](C(C)C)C(C)C.CN(C(ON1N=NC2C=CC=CC1=2)=[N+](C)C)C.F[P-](F)(F)(F)(F)F.CN. The catalyst is CN1C(=O)CCC1. The product is [O:16]1[CH2:15][CH2:14][N:13]([C:11]2[N:12]=[C:7]([N:4]3[CH2:3][CH2:2][O:1][CH2:6][CH2:5]3)[N:8]=[C:9]([C:19]3[CH:20]=[CH:21][C:22]([NH:25][C:26](=[O:37])[NH:27][C:28]4[CH:36]=[CH:35][C:31]([C:32]([NH:40][CH3:39])=[O:34])=[CH:30][CH:29]=4)=[CH:23][CH:24]=3)[N:10]=2)[CH2:18][CH2:17]1. The yield is 0.770. (3) The reactants are [C:1]([C:5]1[CH:9]=[C:8]([NH:10][C:11]([NH:13][C@@H:14]2[C:23]3[C:18](=[CH:19][CH:20]=[CH:21][CH:22]=3)[C@H:17]([O:24][C:25]3[CH:26]=[CH:27][C:28]4[N:29]([C:31]([N:34]5[CH2:39][CH2:38][CH2:37][CH2:36][C@@H:35]5[CH3:40])=[N:32][N:33]=4)[CH:30]=3)[CH2:16][CH2:15]2)=[O:12])[N:7]([C:41]2[CH:42]=[C:43]([CH:50]=[CH:51][CH:52]=2)[CH2:44][O:45]S(C)(=O)=O)[N:6]=1)([CH3:4])([CH3:3])[CH3:2].CCN(C(C)C)C(C)C.Cl.[F:63][CH:64]1[CH2:69][CH2:68][NH:67][CH2:66][CH2:65]1.C1C[O:73]CC1. No catalyst specified. The product is [CH:44]([OH:45])=[O:73].[C:1]([C:5]1[CH:9]=[C:8]([NH:10][C:11]([NH:13][C@@H:14]2[C:23]3[C:18](=[CH:19][CH:20]=[CH:21][CH:22]=3)[C@H:17]([O:24][C:25]3[CH:26]=[CH:27][C:28]4[N:29]([C:31]([N:34]5[CH2:39][CH2:38][CH2:37][CH2:36][C@@H:35]5[CH3:40])=[N:32][N:33]=4)[CH:30]=3)[CH2:16][CH2:15]2)=[O:12])[N:7]([C:41]2[CH:52]=[CH:51][CH:50]=[C:43]([CH2:44][N:67]3[CH2:68][CH2:69][CH:64]([F:63])[CH2:65][CH2:66]3)[CH:42]=2)[N:6]=1)([CH3:4])([CH3:3])[CH3:2]. The yield is 0.160. (4) The reactants are [OH:1][CH2:2][CH:3]1[CH2:8][CH2:7][N:6]([C:9]([O:11][CH2:12][C:13]2[CH:18]=[CH:17][CH:16]=[CH:15][CH:14]=2)=[O:10])[CH2:5][CH2:4]1.CC(OI1(OC(C)=O)(OC(C)=O)OC(=O)C2C=CC=CC1=2)=O.C(OCC)(=O)C.CCCCCC. The catalyst is ClCCl. The product is [CH:2]([CH:3]1[CH2:8][CH2:7][N:6]([C:9]([O:11][CH2:12][C:13]2[CH:14]=[CH:15][CH:16]=[CH:17][CH:18]=2)=[O:10])[CH2:5][CH2:4]1)=[O:1]. The yield is 0.625. (5) The reactants are Cl[C:2]1[N:3]=[C:4]([NH:17][CH:18]([CH3:20])[CH3:19])[C:5]2[CH2:10][CH2:9][CH:8]([C:11]3[CH:16]=[CH:15][CH:14]=[CH:13][CH:12]=3)[C:6]=2[N:7]=1.[Cl:21][C:22]1[N:23]=[CH:24][N:25]([C:27]2[CH:33]=[CH:32][C:30]([NH2:31])=[CH:29][C:28]=2[O:34][CH3:35])[CH:26]=1.OS(O)(=O)=O.CCOC(C)=O. The catalyst is CN(C=O)C. The product is [Cl:21][C:22]1[N:23]=[CH:24][N:25]([C:27]2[CH:33]=[CH:32][C:30]([NH:31][C:2]3[N:3]=[C:4]([NH:17][CH:18]([CH3:20])[CH3:19])[C:5]4[CH2:10][CH2:9][CH:8]([C:11]5[CH:16]=[CH:15][CH:14]=[CH:13][CH:12]=5)[C:6]=4[N:7]=3)=[CH:29][C:28]=2[O:34][CH3:35])[CH:26]=1. The yield is 0.472.